Predict the product of the given reaction. From a dataset of Forward reaction prediction with 1.9M reactions from USPTO patents (1976-2016). (1) Given the reactants Cl[C:2]1[N:7]=[C:6]([S:8][CH2:9][C:10]2[CH:15]=[CH:14][CH:13]=[CH:12][C:11]=2[F:16])[N:5]=[C:4]([NH2:17])[CH:3]=1.[NH2:18][C@@H:19]([CH2:21][OH:22])[CH3:20].[Cl-].[NH4+], predict the reaction product. The product is: [NH2:17][C:4]1[N:5]=[C:6]([S:8][CH2:9][C:10]2[CH:15]=[CH:14][CH:13]=[CH:12][C:11]=2[F:16])[N:7]=[C:2]([NH:18][C@H:19]([CH3:20])[CH2:21][OH:22])[CH:3]=1. (2) Given the reactants [I:1][C:2]1[CH:7]=[CH:6][C:5]([CH2:8][CH2:9][C:10](O)=[O:11])=[CH:4][CH:3]=1.[H-].[Al+3].[Li+].[H-].[H-].[H-].C(=O)([O-])O.[Na+], predict the reaction product. The product is: [I:1][C:2]1[CH:3]=[CH:4][C:5]([CH2:8][CH2:9][CH2:10][OH:11])=[CH:6][CH:7]=1. (3) Given the reactants [C:1]([O:5][C:6](=[O:34])[NH:7][CH:8]([C:10]1[CH:11]=[N:12][C:13]([F:33])=[CH:14][C:15]=1[C:16]1[C:21]2[S:22][C:23]([C:25]3[C:30]([F:31])=[CH:29][N:28]=[C:27](Cl)[N:26]=3)=[CH:24][C:20]=2[CH:19]=[CH:18][CH:17]=1)[CH3:9])([CH3:4])([CH3:3])[CH3:2].[NH2:35][CH2:36][CH2:37][N:38]1[CH:42]=[CH:41][NH:40][C:39]1=[O:43].C(N(CC)CC)C, predict the reaction product. The product is: [C:1]([O:5][C:6](=[O:34])[NH:7][CH:8]([C:10]1[CH:11]=[N:12][C:13]([F:33])=[CH:14][C:15]=1[C:16]1[C:21]2[S:22][C:23]([C:25]3[C:30]([F:31])=[CH:29][N:28]=[C:27]([NH:35][CH2:36][CH2:37][N:38]4[CH:42]=[CH:41][NH:40][C:39]4=[O:43])[N:26]=3)=[CH:24][C:20]=2[CH:19]=[CH:18][CH:17]=1)[CH3:9])([CH3:4])([CH3:3])[CH3:2]. (4) Given the reactants Br[CH2:2][C:3]1[S:11][C:10]2[C:9]([N:12]3[CH2:17][CH2:16][O:15][CH2:14][CH2:13]3)=[N:8][C:7]([Cl:18])=[N:6][C:5]=2[CH:4]=1.[O:19]1[C:24]2([CH2:29][CH2:28][NH:27][CH2:26][CH2:25]2)[CH2:23][NH:22][C:21](=[O:30])[CH2:20]1.C(=O)([O-])[O-].[K+].[K+], predict the reaction product. The product is: [Cl:18][C:7]1[N:8]=[C:9]([N:12]2[CH2:17][CH2:16][O:15][CH2:14][CH2:13]2)[C:10]2[S:11][C:3]([CH2:2][N:27]3[CH2:26][CH2:25][C:24]4([O:19][CH2:20][C:21](=[O:30])[NH:22][CH2:23]4)[CH2:29][CH2:28]3)=[CH:4][C:5]=2[N:6]=1. (5) Given the reactants [NH2:1][CH2:2][CH:3]1[O:7][CH:6]([O:8][CH:9]([CH:49]2[CH:53]([OH:54])[CH:52]([OH:55])[CH:51]([N:56]3[CH:61]=[CH:60][C:59](=[O:62])[NH:58][C:57]3=[O:63])[O:50]2)[CH:10]([C:46]([OH:48])=[O:47])[NH:11][CH2:12][CH2:13][CH2:14][NH:15][C:16](=[O:45])[CH:17]([CH:40]([OH:44])[CH:41]([CH3:43])[CH3:42])[NH:18][C:19](=[O:39])[CH:20]([CH:32]2[CH2:37][CH2:36][NH:35][C:34](=[NH:38])[NH:33]2)[NH:21][C:22](=[O:31])[NH:23][CH:24]([CH:28]([CH3:30])[CH3:29])[C:25]([OH:27])=[O:26])[CH:5]([O:64][CH3:65])[CH:4]1[OH:66].[CH:67](=O)[CH2:68][CH2:69][CH2:70][CH3:71].C([BH3-])#N.[Na+].Cl, predict the reaction product. The product is: [O:63]=[C:57]1[NH:58][C:59](=[O:62])[CH:60]=[CH:61][N:56]1[C@@H:51]1[O:50][C@H:49]([C@H:9]([O:8][CH:6]2[C@H:5]([O:64][CH3:65])[C@@H:4]([OH:66])[C@@H:3]([CH2:2][NH:1][CH2:2][CH2:3][CH2:4][CH2:5][CH3:6])[O:7]2)[CH:10]([C:46]([OH:48])=[O:47])[N:11]([CH2:67][CH2:68][CH2:69][CH2:70][CH3:71])[CH2:12][CH2:13][CH2:14][NH:15][C:16](=[O:45])[CH:17]([CH:40]([OH:44])[CH:41]([CH3:42])[CH3:43])[NH:18][C:19](=[O:39])[CH:20]([CH:32]2[CH2:37][CH2:36][NH:35][C:34](=[NH:38])[NH:33]2)[NH:21][C:22](=[O:31])[NH:23][CH:24]([CH:28]([CH3:29])[CH3:30])[C:25]([OH:27])=[O:26])[C@@H:53]([OH:54])[C@H:52]1[OH:55]. (6) Given the reactants [F:1][C:2]1[CH:3]=[C:4]([C:44]([CH3:48])([CH3:47])[C:45]#[N:46])[CH:5]=[C:6]2[C:11]=1[C:10](=[O:12])[N:9]([C:13]1[CH:18]=[CH:17][CH:16]=[C:15]([C:19]3[CH:24]=[C:23]([NH:25][C:26]4[CH:31]=[CH:30][C:29]([C:32]([N:34]5[CH2:39][CH2:38][O:37][CH2:36][CH2:35]5)=[O:33])=[CH:28][N:27]=4)[C:22](=[O:40])[N:21]([CH3:41])[N:20]=3)[C:14]=1[CH:42]=[O:43])[CH:8]=[CH:7]2.[BH4-].[Na+], predict the reaction product. The product is: [F:1][C:2]1[CH:3]=[C:4]([C:44]([CH3:48])([CH3:47])[C:45]#[N:46])[CH:5]=[C:6]2[C:11]=1[C:10](=[O:12])[N:9]([C:13]1[CH:18]=[CH:17][CH:16]=[C:15]([C:19]3[CH:24]=[C:23]([NH:25][C:26]4[CH:31]=[CH:30][C:29]([C:32]([N:34]5[CH2:39][CH2:38][O:37][CH2:36][CH2:35]5)=[O:33])=[CH:28][N:27]=4)[C:22](=[O:40])[N:21]([CH3:41])[N:20]=3)[C:14]=1[CH2:42][OH:43])[CH:8]=[CH:7]2.